Dataset: Full USPTO retrosynthesis dataset with 1.9M reactions from patents (1976-2016). Task: Predict the reactants needed to synthesize the given product. (1) Given the product [OH:1][C:2]([CH3:34])([CH3:32])[CH2:3][N:4]1[CH:8]=[CH:7][C:6]([NH:9][C:10](=[O:31])[C@@H:11]([N:16]2[CH2:20][C:19]([O:21][C:22]3[CH:27]=[CH:26][CH:25]=[C:24]([O:28][CH3:29])[CH:23]=3)=[CH:18][C:17]2=[O:30])[CH2:12][CH:13]([CH3:14])[CH3:15])=[N:5]1, predict the reactants needed to synthesize it. The reactants are: [OH:1][C@@H:2]([CH2:32]O)[CH2:3][N:4]1[CH:8]=[CH:7][C:6]([NH:9][C:10](=[O:31])[C@@H:11]([N:16]2[CH2:20][C:19]([O:21][C:22]3[CH:27]=[CH:26][CH:25]=[C:24]([O:28][CH3:29])[CH:23]=3)=[CH:18][C:17]2=[O:30])[CH2:12][CH:13]([CH3:15])[CH3:14])=[N:5]1.[CH3:34]N(C)CCCN=C=NCC.ON1C2C=CC=CC=2N=N1.Cl.O[C@@H](CO)CN1C=CC(NC(=O)[C@@H](N2CC(OC3C=CC=C(Cl)C=3Cl)=CC2=O)CC(C)C)=N1. (2) Given the product [C:1]([O:5][C:6]([N:8]1[CH2:13][CH2:12][C:11]([F:14])([F:15])[CH:10]([CH2:16][NH2:17])[CH2:9]1)=[O:7])([CH3:4])([CH3:3])[CH3:2], predict the reactants needed to synthesize it. The reactants are: [C:1]([O:5][C:6]([N:8]1[CH2:13][CH2:12][C:11]([F:15])([F:14])[CH:10]([CH2:16][N:17]=[N+]=[N-])[CH2:9]1)=[O:7])([CH3:4])([CH3:3])[CH3:2]. (3) Given the product [C:2]12([CH2:12][CH:13]3[CH2:18][CH2:17][N:16]([CH2:26][CH2:25][O:24][C:23]4[CH:28]=[CH:29][C:20]([OH:19])=[CH:21][CH:22]=4)[CH2:15][CH2:14]3)[CH2:11][CH:6]3[CH2:5][CH:4]([CH2:10][CH:8]([CH2:7]3)[CH2:9]1)[CH2:3]2, predict the reactants needed to synthesize it. The reactants are: Cl.[C:2]12([CH2:12][CH:13]3[CH2:18][CH2:17][NH:16][CH2:15][CH2:14]3)[CH2:11][CH:6]3[CH2:7][CH:8]([CH2:10][CH:4]([CH2:5]3)[CH2:3]1)[CH2:9]2.[OH:19][C:20]1[CH:29]=[CH:28][C:23]([O:24][CH2:25][CH2:26]Br)=[CH:22][CH:21]=1. (4) Given the product [CH3:22][C:23]1[S:27][C:26]([CH2:28][N:29]([C:2]2[C:3](=[O:21])[N:4]([CH3:20])[N:5]=[C:6]([O:8][CH2:9][C@H:10]3[CH2:12][C@@H:11]3[C:13]3[CH:18]=[CH:17][C:16]([CH3:19])=[CH:15][N:14]=3)[CH:7]=2)[C:30](=[O:36])[O:31][C:32]([CH3:34])([CH3:33])[CH3:35])=[N:25][N:24]=1, predict the reactants needed to synthesize it. The reactants are: Br[C:2]1[C:3](=[O:21])[N:4]([CH3:20])[N:5]=[C:6]([O:8][CH2:9][C@H:10]2[CH2:12][C@@H:11]2[C:13]2[CH:18]=[CH:17][C:16]([CH3:19])=[CH:15][N:14]=2)[CH:7]=1.[CH3:22][C:23]1[S:27][C:26]([CH2:28][NH:29][C:30](=[O:36])[O:31][C:32]([CH3:35])([CH3:34])[CH3:33])=[N:25][N:24]=1.C1C=CC(P(C2C(C3C(P(C4C=CC=CC=4)C4C=CC=CC=4)=CC=C4C=3C=CC=C4)=C3C(C=CC=C3)=CC=2)C2C=CC=CC=2)=CC=1.C([O-])([O-])=O.[Cs+].[Cs+]. (5) Given the product [Cl:22][C:23]1[CH:24]=[CH:25][C:26]([NH:29][C:30]([CH:32]2[CH2:37][CH2:36][CH2:35][N:34]([C:9](=[O:11])[C:8]3[CH:12]=[CH:13][CH:14]=[C:6]([C:2]4[O:1][CH:5]=[CH:4][CH:3]=4)[CH:7]=3)[CH2:33]2)=[O:31])=[CH:27][CH:28]=1, predict the reactants needed to synthesize it. The reactants are: [O:1]1[CH:5]=[CH:4][CH:3]=[C:2]1[C:6]1[CH:7]=[C:8]([CH:12]=[CH:13][CH:14]=1)[C:9]([OH:11])=O.FC(F)(F)C(O)=O.[Cl:22][C:23]1[CH:28]=[CH:27][C:26]([NH:29][C:30]([CH:32]2[CH2:37][CH2:36][CH2:35][NH:34][CH2:33]2)=[O:31])=[CH:25][CH:24]=1.Cl.C(N=C=NCCCN(C)C)C.C(N(C(C)C)CC)(C)C.Cl. (6) Given the product [CH2:4]([N:11]1[CH:19]=[N:18][C:17]2[C:12]1=[N:13][C:14]([C:25]1[CH:30]=[CH:29][C:28]([Cl:31])=[C:27]([O:32][CH3:33])[C:26]=1[F:34])=[N:15][C:16]=2[C:20]([OH:1])=[O:21])[C:5]1[CH:6]=[CH:7][CH:8]=[CH:9][CH:10]=1, predict the reactants needed to synthesize it. The reactants are: [O:1]=[O+][O-].[CH2:4]([N:11]1[CH:19]=[N:18][C:17]2[C:12]1=[N:13][C:14]([C:25]1[CH:30]=[CH:29][C:28]([Cl:31])=[C:27]([O:32][CH3:33])[C:26]=1[F:34])=[N:15][C:16]=2[C:20]1[O:21]C=CC=1)[C:5]1[CH:10]=[CH:9][CH:8]=[CH:7][CH:6]=1. (7) The reactants are: Br[C:2]1[CH:23]=[CH:22][C:5]2[C:6]3[N:7]([CH:11]=[C:12]([C:14]4[N:18]([CH:19]([CH3:21])[CH3:20])[N:17]=[CH:16][N:15]=4)[N:13]=3)[CH2:8][CH2:9][O:10][C:4]=2[CH:3]=1.[Si]([O:31][C:32]([O:34][CH3:35])=[CH2:33])(C(C)(C)C)(C)C. Given the product [CH:19]([N:18]1[C:14]([C:12]2[N:13]=[C:6]3[C:5]4[CH:22]=[CH:23][C:2]([CH2:33][C:32]([O:34][CH3:35])=[O:31])=[CH:3][C:4]=4[O:10][CH2:9][CH2:8][N:7]3[CH:11]=2)=[N:15][CH:16]=[N:17]1)([CH3:21])[CH3:20], predict the reactants needed to synthesize it. (8) Given the product [NH:12]1[C:13]2[C:18](=[CH:17][CH:16]=[CH:15][CH:14]=2)[C:10]([C:8](=[O:9])[CH:35]([C:36]2[CH:37]=[C:38]([CH:41]=[CH:42][CH:43]=2)[C:39]#[N:40])[NH:34][C:30]2[CH:31]=[CH:32][CH:33]=[C:28]([O:27][CH3:26])[CH:29]=2)=[CH:11]1, predict the reactants needed to synthesize it. The reactants are: C(N(CC)CC)C.[CH:8]([C:10]1[C:18]2[C:13](=[CH:14][CH:15]=[CH:16][CH:17]=2)[N:12](C(OC(C)(C)C)=O)[CH:11]=1)=[O:9].[CH3:26][O:27][C:28]1[CH:29]=[C:30]([N:34]=[CH:35][C:36]2[CH:37]=[C:38]([CH:41]=[CH:42][CH:43]=2)[C:39]#[N:40])[CH:31]=[CH:32][CH:33]=1. (9) Given the product [CH2:27]([O:29][C:7](=[O:9])[CH2:8][C:2]([CH3:10])([CH3:1])[CH2:3][C:4]([OH:6])=[O:5])[CH3:28], predict the reactants needed to synthesize it. The reactants are: [CH3:1][C:2]1([CH3:10])[CH2:8][C:7](=[O:9])[O:6][C:4](=[O:5])[CH2:3]1.CN(C1C=CC=CN=1)C.C(N(CC)CC)C.[CH2:27]([OH:29])[CH3:28]. (10) Given the product [F:13][CH:2]([F:1])[C:3]1[N:8]=[C:7]([C:9]([OH:11])=[O:10])[CH:6]=[CH:5][CH:4]=1, predict the reactants needed to synthesize it. The reactants are: [F:1][CH:2]([F:13])[C:3]1[N:8]=[C:7]([C:9]([O:11]C)=[O:10])[CH:6]=[CH:5][CH:4]=1.O1CCCC1.O.[OH-].[Li+].